Dataset: Peptide-MHC class II binding affinity with 134,281 pairs from IEDB. Task: Regression. Given a peptide amino acid sequence and an MHC pseudo amino acid sequence, predict their binding affinity value. This is MHC class II binding data. The peptide sequence is KWMMAMKYPITADKR. The MHC is DRB1_1302 with pseudo-sequence DRB1_1302. The binding affinity (normalized) is 0.185.